This data is from Reaction yield outcomes from USPTO patents with 853,638 reactions. The task is: Predict the reaction yield, written as a fraction of the theoretical maximum amount of product (1.0 means a 100% yield; for example, 0.34 means a 34% yield). (1) The reactants are Cl.[CH3:2][N:3]1[CH:7]=[C:6]([C:8]2[N:13]=[C:12]([C:14]3[CH:15]=[N:16][N:17]([C:19]4([CH2:25][C:26]#[N:27])[CH2:24][CH2:23][NH:22][CH2:21][CH2:20]4)[CH:18]=3)[N:11]3[CH:28]=[CH:29][N:30]=[C:10]3[CH:9]=2)[CH:5]=[N:4]1.C(#N)C.C(N(CC)CC)C.[CH:41](=O)[CH2:42][CH3:43].[BH-](OC(C)=O)(OC(C)=O)OC(C)=O.[Na+]. The catalyst is C(=O)(O)[O-].[Na+].CCOC(C)=O. The product is [CH3:2][N:3]1[CH:7]=[C:6]([C:8]2[N:13]=[C:12]([C:14]3[CH:15]=[N:16][N:17]([C:19]4([CH2:25][C:26]#[N:27])[CH2:20][CH2:21][N:22]([CH2:41][CH2:42][CH3:43])[CH2:23][CH2:24]4)[CH:18]=3)[N:11]3[CH:28]=[CH:29][N:30]=[C:10]3[CH:9]=2)[CH:5]=[N:4]1. The yield is 0.230. (2) The reactants are [C:1]1([S:7]([CH2:10][C:11]([NH:13][NH2:14])=[O:12])(=[O:9])=[O:8])[CH:6]=[CH:5][CH:4]=[CH:3][CH:2]=1.[CH:15]1([C:18](O)=O)[CH2:17][CH2:16]1. The catalyst is P(Cl)(Cl)(Cl)=O. The product is [C:1]1([S:7]([CH2:10][C:11]2[O:12][C:18]([CH:15]3[CH2:17][CH2:16]3)=[N:14][N:13]=2)(=[O:8])=[O:9])[CH:2]=[CH:3][CH:4]=[CH:5][CH:6]=1. The yield is 0.410. (3) The reactants are [Cl:1][C:2]1[N:7]=[C:6]([C:8](OC)=[O:9])[CH:5]=[C:4]([C:12]([O:14][CH2:15][CH3:16])=[CH2:13])[N:3]=1.CN(C=O)C.[BH4-].[Na+].C(O)(=O)C. The catalyst is CO.O. The product is [Cl:1][C:2]1[N:7]=[C:6]([CH2:8][OH:9])[CH:5]=[C:4]([C:12]([O:14][CH2:15][CH3:16])=[CH2:13])[N:3]=1. The yield is 0.580. (4) The reactants are [C:1]([C:5]1[CH:23]=[C:8]2[N:9]=[C:10]([CH3:22])[C:11]([CH:14]([CH2:19][CH2:20][CH3:21])[C:15]([O:17][CH3:18])=[O:16])=[C:12](Cl)[N:7]2[N:6]=1)([CH3:4])([CH3:3])[CH3:2].[C:24]1(B(O)O)[CH:29]=[CH:28][CH:27]=[CH:26][CH:25]=1.C(N(C(C)C)CC)(C)C. The catalyst is COCCOC.O. The product is [C:1]([C:5]1[CH:23]=[C:8]2[N:9]=[C:10]([CH3:22])[C:11]([CH:14]([CH2:19][CH2:20][CH3:21])[C:15]([O:17][CH3:18])=[O:16])=[C:12]([C:24]3[CH:29]=[CH:28][CH:27]=[CH:26][CH:25]=3)[N:7]2[N:6]=1)([CH3:4])([CH3:3])[CH3:2]. The yield is 0.620. (5) The reactants are C([Si](C)(C)[O:6][CH2:7][CH:8]1[CH2:13][C:12]([CH3:27])([S:14]([C:17]2[CH:22]=[CH:21][CH:20]=[C:19]([C:23]([F:26])([F:25])[F:24])[CH:18]=2)(=[O:16])=[O:15])[CH2:11][CH2:10][O:9]1)(C)(C)C.C1COCC1. No catalyst specified. The product is [CH3:27][C:12]1([S:14]([C:17]2[CH:22]=[CH:21][CH:20]=[C:19]([C:23]([F:25])([F:24])[F:26])[CH:18]=2)(=[O:15])=[O:16])[CH2:11][CH2:10][O:9][CH:8]([CH2:7][OH:6])[CH2:13]1. The yield is 0.935.